From a dataset of Forward reaction prediction with 1.9M reactions from USPTO patents (1976-2016). Predict the product of the given reaction. (1) Given the reactants [Br:1][C:2]1[CH:6]=[CH:5][S:4][C:3]=1[S:7](Cl)(=[O:9])=[O:8].[H-].[Na+].[C:13]([O:16][NH:17][C:18]([O:20][C:21]([CH3:24])([CH3:23])[CH3:22])=[O:19])(=[O:15])[CH3:14], predict the reaction product. The product is: [C:21]([O:20][C:18](=[O:19])[N:17]([O:16][C:13](=[O:15])[CH3:14])[S:7]([C:3]1[S:4][CH:5]=[CH:6][C:2]=1[Br:1])(=[O:9])=[O:8])([CH3:24])([CH3:22])[CH3:23]. (2) Given the reactants [CH3:1][C:2]1[CH:7]=[CH:6][C:5]([C:8]2[CH:13]=[C:12]([CH:14]([OH:19])[C:15]([F:18])([F:17])[F:16])[CH:11]=[C:10]([C:20]([O:22]C(C)(C)C)=[O:21])[CH:9]=2)=[CH:4][CH:3]=1.FC(F)(F)C(O)=O, predict the reaction product. The product is: [CH3:1][C:2]1[CH:7]=[CH:6][C:5]([C:8]2[CH:13]=[C:12]([CH:14]([OH:19])[C:15]([F:17])([F:18])[F:16])[CH:11]=[C:10]([C:20]([OH:22])=[O:21])[CH:9]=2)=[CH:4][CH:3]=1.